Dataset: Full USPTO retrosynthesis dataset with 1.9M reactions from patents (1976-2016). Task: Predict the reactants needed to synthesize the given product. (1) The reactants are: [C:1]([O:5][C:6](=[O:22])[NH:7][C:8]1[CH:13]=[C:12]([N:14]([CH2:16][CH:17]([CH3:19])[CH3:18])[CH3:15])[C:11]([CH3:20])=[CH:10][C:9]=1[NH2:21])([CH3:4])([CH3:3])[CH3:2].C([O:27][C:28](=O)[CH2:29][C:30](=[O:50])[C:31]1[CH:36]=[CH:35][CH:34]=[C:33]([N:37]2[C:41]([CH2:42][O:43][CH:44]3[CH2:49][CH2:48][CH2:47][CH2:46][O:45]3)=[CH:40][N:39]=[N:38]2)[CH:32]=1)(C)(C)C. Given the product [C:1]([O:5][C:6](=[O:22])[NH:7][C:8]1[CH:13]=[C:12]([N:14]([CH2:16][CH:17]([CH3:18])[CH3:19])[CH3:15])[C:11]([CH3:20])=[CH:10][C:9]=1[NH:21][C:28](=[O:27])[CH2:29][C:30](=[O:50])[C:31]1[CH:36]=[CH:35][CH:34]=[C:33]([N:37]2[C:41]([CH2:42][O:43][CH:44]3[CH2:49][CH2:48][CH2:47][CH2:46][O:45]3)=[CH:40][N:39]=[N:38]2)[CH:32]=1)([CH3:3])([CH3:2])[CH3:4], predict the reactants needed to synthesize it. (2) Given the product [CH3:1][O:2][CH2:3][CH:4]1[CH2:8][NH:7][CH:6]([C:16]2[NH:20][C:19]3[C:21]4[C:26]([CH:27]=[CH:28][C:18]=3[N:17]=2)=[CH:25][C:24]2[C:29]3[C:34]([CH2:35][O:36][C:23]=2[CH:22]=4)=[CH:33][C:32]([B:37]2[O:41][C:40]([CH3:43])([CH3:42])[C:39]([CH3:45])([CH3:44])[O:38]2)=[CH:31][CH:30]=3)[CH2:5]1, predict the reactants needed to synthesize it. The reactants are: [CH3:1][O:2][CH2:3][C@@H:4]1[CH2:8][N:7](C(OC(C)(C)C)=O)[C@H:6]([C:16]2[NH:20][C:19]3[C:21]4[C:26]([CH:27]=[CH:28][C:18]=3[N:17]=2)=[CH:25][C:24]2[C:29]3[C:34]([CH2:35][O:36][C:23]=2[CH:22]=4)=[CH:33][C:32]([B:37]2[O:41][C:40]([CH3:43])([CH3:42])[C:39]([CH3:45])([CH3:44])[O:38]2)=[CH:31][CH:30]=3)[CH2:5]1.Cl. (3) Given the product [F:1][C:2]1([C:6]2[C:7]([O:15][CH2:16][C:17]([F:20])([F:19])[F:18])=[CH:8][C:9]([C:12]([NH:21][C:22]3([CH2:28][C:29]([NH:31][CH3:32])=[O:30])[CH2:25][S:24](=[O:27])(=[O:26])[CH2:23]3)=[O:14])=[N:10][CH:11]=2)[CH2:3][CH2:4][CH2:5]1, predict the reactants needed to synthesize it. The reactants are: [F:1][C:2]1([C:6]2[C:7]([O:15][CH2:16][C:17]([F:20])([F:19])[F:18])=[CH:8][C:9]([C:12]([OH:14])=O)=[N:10][CH:11]=2)[CH2:5][CH2:4][CH2:3]1.[NH2:21][C:22]1([CH2:28][C:29]([NH:31][CH3:32])=[O:30])[CH2:25][S:24](=[O:27])(=[O:26])[CH2:23]1. (4) The reactants are: [CH3:1][C:2]1[CH:3]=[CH:4][C:5]([C:8]2[N:12]([C:13]3[CH:14]=[N:15][CH:16]=[CH:17][CH:18]=3)[N:11]=[C:10]([C:19]([OH:21])=O)[CH:9]=2)=[N:6][CH:7]=1.[C:22]([NH2:26])([CH3:25])([CH3:24])[CH3:23]. Given the product [C:22]([NH:26][C:19]([C:10]1[CH:9]=[C:8]([C:5]2[CH:4]=[CH:3][C:2]([CH3:1])=[CH:7][N:6]=2)[N:12]([C:13]2[CH:14]=[N:15][CH:16]=[CH:17][CH:18]=2)[N:11]=1)=[O:21])([CH3:25])([CH3:24])[CH3:23], predict the reactants needed to synthesize it. (5) Given the product [NH2:1][C:2]1[C:11]2[CH:10]=[CH:9][C:8]([F:12])=[C:7]([C:28]3[C:23]([O:22][CH3:21])=[N:24][C:25]([O:32][CH3:33])=[CH:26][CH:27]=3)[C:6]=2[N:5]=[C:4]2[CH2:14][N:15]([CH:18]3[CH2:20][CH2:19]3)[C:16](=[O:17])[C:3]=12, predict the reactants needed to synthesize it. The reactants are: [NH2:1][C:2]1[C:11]2[CH:10]=[CH:9][C:8]([F:12])=[C:7](I)[C:6]=2[N:5]=[C:4]2[CH2:14][N:15]([CH:18]3[CH2:20][CH2:19]3)[C:16](=[O:17])[C:3]=12.[CH3:21][O:22][C:23]1[C:28](B(O)O)=[CH:27][CH:26]=[C:25]([O:32][CH3:33])[N:24]=1. (6) Given the product [CH3:1][NH:2][C:3]1[CH:8]=[C:7]([C:9]([N:11]2[CH2:16][CH2:15][CH2:14][CH:13]([C:56]3[CH:57]=[CH:58][CH:59]=[CH:60][C:55]=3[C:54]([F:68])([F:67])[F:53])[CH2:12]2)=[O:10])[CH:6]=[CH:5][N:4]=1, predict the reactants needed to synthesize it. The reactants are: [CH3:1][NH:2][C:3]1[CH:8]=[C:7]([C:9]([N:11]2[CH2:16][CH2:15][CH2:14][CH:13](C3C=CC(C(F)(F)F)=CC=3)[CH2:12]2)=[O:10])[CH:6]=[CH:5][N:4]=1.O.Cl.CNC1C=C(C=CN=1)C(O)=O.CNC1C=C(C=CN=1)C(O)=O.Cl.Cl.[F:53][C:54]([F:68])([F:67])[C:55]1[CH:60]=[CH:59][CH:58]=[CH:57][C:56]=1C1CCCNC1.